This data is from Reaction yield outcomes from USPTO patents with 853,638 reactions. The task is: Predict the reaction yield, written as a fraction of the theoretical maximum amount of product (1.0 means a 100% yield; for example, 0.34 means a 34% yield). (1) The reactants are [CH2:1]([C:3]1[C:11]2[C:6](=[N:7][C:8]([CH3:27])=[C:9]([CH:19]([CH2:24][CH2:25][CH3:26])[C:20]([O:22]C)=[O:21])[C:10]=2[C:12]2[CH:17]=[CH:16][C:15]([CH3:18])=[CH:14][CH:13]=2)[S:5][C:4]=1[CH3:28])[CH3:2].[OH-].[Na+]. The catalyst is CO.C(O)C. The product is [CH2:1]([C:3]1[C:11]2[C:6](=[N:7][C:8]([CH3:27])=[C:9]([CH:19]([CH2:24][CH2:25][CH3:26])[C:20]([OH:22])=[O:21])[C:10]=2[C:12]2[CH:17]=[CH:16][C:15]([CH3:18])=[CH:14][CH:13]=2)[S:5][C:4]=1[CH3:28])[CH3:2]. The yield is 0.540. (2) The reactants are [N:1]1([CH2:6][C:7]2[CH:12]=[CH:11][C:10]([C:13]3[N:14]=[N:15][N:16]([CH2:18][C:19]4[CH:24]=[CH:23][C:22]([CH:25]=[CH:26][C:27](O)=[O:28])=[CH:21][CH:20]=4)[CH:17]=3)=[CH:9][CH:8]=2)[CH2:5][CH2:4][CH2:3][CH2:2]1.CCN(C(C)C)C(C)C.CCN=C=NCCCN(C)C.Cl.C1C=CC2N(O)N=NC=2C=1.Cl.[O:62]1[CH2:67][CH2:66][CH2:65][CH2:64][CH:63]1[O:68][NH2:69]. The catalyst is CN(C=O)C.C(OCC)(=O)C. The product is [N:1]1([CH2:6][C:7]2[CH:8]=[CH:9][C:10]([C:13]3[N:14]=[N:15][N:16]([CH2:18][C:19]4[CH:20]=[CH:21][C:22]([CH:25]=[CH:26][C:27]([NH:69][O:68][CH:63]5[CH2:64][CH2:65][CH2:66][CH2:67][O:62]5)=[O:28])=[CH:23][CH:24]=4)[CH:17]=3)=[CH:11][CH:12]=2)[CH2:5][CH2:4][CH2:3][CH2:2]1. The yield is 0.330. (3) The reactants are [NH2:1][C@@H:2]1[CH2:7][CH2:6][C@H:5]([C:8]([OH:10])=[O:9])[CH2:4][CH2:3]1.[C:11](O[C:11]([O:13][C:14]([CH3:17])([CH3:16])[CH3:15])=[O:12])([O:13][C:14]([CH3:17])([CH3:16])[CH3:15])=[O:12]. The catalyst is [OH-].[Na+].O1CCOCC1. The product is [C:14]([O:13][C:11]([NH:1][C@@H:2]1[CH2:7][CH2:6][C@H:5]([C:8]([OH:10])=[O:9])[CH2:4][CH2:3]1)=[O:12])([CH3:17])([CH3:16])[CH3:15]. The yield is 1.00. (4) The reactants are [O:1]1[CH2:6][CH2:5][CH2:4][CH2:3][CH2:2]1.[CH2:7]([OH:10])[CH2:8][OH:9].O.C1(C)C=CC(S(O)(=O)=O)=CC=1.C(=O)(O)[O-].[Na+]. The catalyst is C1C=CC=CC=1. The product is [O:9]1[C:4]2([CH2:5][CH2:6][O:1][CH2:2][CH2:3]2)[O:10][CH2:7][CH2:8]1. The yield is 0.900. (5) No catalyst specified. The reactants are [CH3:1][O:2][C:3]1[CH:15]=[C:14]([O:16][CH3:17])[CH:13]=[CH:12][C:4]=1[CH2:5][C:6]1[NH:7][C:8](=[S:11])[NH:9][N:10]=1.Br.Br[CH2:20][C:21]1[CH:26]=[CH:25][CH:24]=[CH:23][N:22]=1. The product is [CH3:1][O:2][C:3]1[CH:15]=[C:14]([O:16][CH3:17])[CH:13]=[CH:12][C:4]=1[CH2:5][C:6]1[NH:10][N:9]=[C:8]([S:11][CH2:20][C:21]2[CH:26]=[CH:25][CH:24]=[CH:23][N:22]=2)[N:7]=1. The yield is 0.340. (6) The reactants are [O:1]=[C:2]1[C:10]2([CH2:14][O:13][C:12]3[CH:15]=[C:16]4[C:20](=[CH:21][C:11]2=3)[CH2:19][CH2:18][O:17]4)[C:9]2[C:4](=[CH:5][CH:6]=[CH:7][CH:8]=2)[N:3]1[CH2:22][C:23]1[CH:31]=[CH:30][C:26]([C:27]([NH2:29])=O)=[CH:25][CH:24]=1.CO[C:34](OC)([N:36](C)C)[CH3:35].C(O)(=O)C.O.[NH2:46]N. The yield is 0.160. The catalyst is O1CCOCC1. The product is [CH3:35][C:34]1[NH:29][C:27]([C:26]2[CH:30]=[CH:31][C:23]([CH2:22][N:3]3[C:4]4[C:9](=[CH:8][CH:7]=[CH:6][CH:5]=4)[C:10]4([CH2:14][O:13][C:12]5[CH:15]=[C:16]6[C:20](=[CH:21][C:11]4=5)[CH2:19][CH2:18][O:17]6)[C:2]3=[O:1])=[CH:24][CH:25]=2)=[N:46][N:36]=1. (7) The reactants are B1(C)OC(C2C=CC=CC=2)(C2C=CC=CC=2)[C@@H]2N1CCC2.[CH2:22]([C:24]([C:33]1[CH:46]=[CH:45][C:36]([O:37][CH2:38][C:39](=[O:44])[C:40]([CH3:43])([CH3:42])[CH3:41])=[C:35]([CH3:47])[CH:34]=1)([C:27]1[S:28][CH:29]=[C:30]([CH3:32])[CH:31]=1)[CH2:25][CH3:26])[CH3:23].CO.Cl. The catalyst is C1COCC1. The product is [CH2:22]([C:24]([C:33]1[CH:46]=[CH:45][C:36]([O:37][CH2:38][CH:39]([OH:44])[C:40]([CH3:41])([CH3:43])[CH3:42])=[C:35]([CH3:47])[CH:34]=1)([C:27]1[S:28][CH:29]=[C:30]([CH3:32])[CH:31]=1)[CH2:25][CH3:26])[CH3:23]. The yield is 0.820.